The task is: Predict the reactants needed to synthesize the given product.. This data is from Full USPTO retrosynthesis dataset with 1.9M reactions from patents (1976-2016). (1) The reactants are: O[C:2]([C:22]1[CH:27]=[CH:26][CH:25]=[CH:24][CH:23]=1)([CH3:21])[CH2:3][CH2:4][N:5]([C@H:13]([C:15]1[CH:20]=[CH:19][CH:18]=[CH:17][CH:16]=1)[CH3:14])[C:6](=[O:12])[O:7]CCCC.[H-].[Na+]. Given the product [CH3:21][C:2]1([C:22]2[CH:23]=[CH:24][CH:25]=[CH:26][CH:27]=2)[O:7][C:6](=[O:12])[N:5]([C@H:13]([C:15]2[CH:16]=[CH:17][CH:18]=[CH:19][CH:20]=2)[CH3:14])[CH2:4][CH2:3]1, predict the reactants needed to synthesize it. (2) Given the product [CH3:37][C:34]1[N:35]=[CH:36][C:31]([C:9]2[C:18]3[CH2:17][CH2:16][CH2:15][CH2:14][C:13]=3[N:12]=[C:11]([O:19][CH2:20][C:21]3[N:26]=[C:25]([C:27]#[N:28])[CH:24]=[CH:23][CH:22]=3)[CH:10]=2)=[CH:32][N:33]=1, predict the reactants needed to synthesize it. The reactants are: CC1(C)C(C)(C)OB([C:9]2[C:18]3[CH2:17][CH2:16][CH2:15][CH2:14][C:13]=3[N:12]=[C:11]([O:19][CH2:20][C:21]3[N:26]=[C:25]([C:27]#[N:28])[CH:24]=[CH:23][CH:22]=3)[CH:10]=2)O1.Br[C:31]1[CH:32]=[N:33][C:34]([CH3:37])=[N:35][CH:36]=1. (3) The reactants are: [Br:1][C:2]1[CH:7]=[CH:6][N:5]=[C:4]([CH2:8][NH2:9])[CH:3]=1.[CH:10](O)=[O:11]. Given the product [Br:1][C:2]1[CH:7]=[CH:6][N:5]=[C:4]([CH2:8][NH:9][CH:10]=[O:11])[CH:3]=1, predict the reactants needed to synthesize it. (4) Given the product [NH2:12][C:4]1[N:5]=[CH:6][C:7]([N+:8]([O-:10])=[O:9])=[CH:2][N:3]=1, predict the reactants needed to synthesize it. The reactants are: Cl[C:2]1[C:7]([N+:8]([O-:10])=[O:9])=[C:6](Cl)[N:5]=[CH:4][N:3]=1.[NH3:12].